From a dataset of Forward reaction prediction with 1.9M reactions from USPTO patents (1976-2016). Predict the product of the given reaction. (1) Given the reactants O[CH2:2][C:3]1([CH2:16][O:17]S(C)(=O)=O)[CH2:8][CH2:7][N:6]([C:9]([O:11][C:12]([CH3:15])([CH3:14])[CH3:13])=[O:10])[CH2:5][CH2:4]1.[H-].[Na+].O, predict the reaction product. The product is: [CH2:2]1[C:3]2([CH2:4][CH2:5][N:6]([C:9]([O:11][C:12]([CH3:13])([CH3:14])[CH3:15])=[O:10])[CH2:7][CH2:8]2)[CH2:16][O:17]1. (2) The product is: [CH:23]1([CH2:29][Sn:7]([CH2:33][CH:34]2[CH2:22][CH2:18][CH2:19][CH2:36][CH2:35]2)([C:10]2[CH:15]=[CH:14][CH:13]=[CH:12][CH:11]=2)[C:1]2[CH:6]=[CH:5][CH:4]=[CH:3][CH:2]=2)[CH2:28][CH2:27][CH2:26][CH2:25][CH2:24]1. Given the reactants [C:1]1([Sn:7]([C:10]2[CH:15]=[CH:14][CH:13]=[CH:12][CH:11]=2)(Cl)Cl)[CH:6]=[CH:5][CH:4]=[CH:3][CH:2]=1.CO[CH:18]1[CH2:22]CC[CH2:19]1.[CH:23]1([CH2:29][Mg]Br)[CH2:28][CH2:27][CH2:26][CH2:25][CH2:24]1.O1[CH2:36][CH2:35][CH2:34][CH2:33]1, predict the reaction product.